This data is from Full USPTO retrosynthesis dataset with 1.9M reactions from patents (1976-2016). The task is: Predict the reactants needed to synthesize the given product. (1) Given the product [Cl:1][CH2:2][C@@H:3]([C:5]1[CH:10]=[CH:9][CH:8]=[CH:7][CH:6]=1)[OH:4], predict the reactants needed to synthesize it. The reactants are: [Cl:1][CH2:2][CH:3]([C:5]1[CH:10]=[CH:9][CH:8]=[CH:7][CH:6]=1)[OH:4].ClCC(C1C=CC=CC=1)=O.[H+].[B-](F)(F)(F)F. (2) Given the product [N:20]1[CH:21]=[CH:22][CH:23]=[C:18]([C:2]2[CH:8]=[CH:7][C:5]([NH2:6])=[C:4]([N+:9]([O-:11])=[O:10])[CH:3]=2)[CH:19]=1, predict the reactants needed to synthesize it. The reactants are: Br[C:2]1[CH:8]=[CH:7][C:5]([NH2:6])=[C:4]([N+:9]([O-:11])=[O:10])[CH:3]=1.B1([C:18]2[CH:23]=[CH:22][CH:21]=[N:20][CH:19]=2)OCCCO1.C(=O)(O)[O-].[Na+]. (3) Given the product [NH:1]1[C:5]2=[N:6][CH:7]=[CH:8][CH:9]=[C:4]2[C:3]([CH:10]=[C:11]2[C:12](=[O:29])[CH:13]=[C:14]([NH:16][CH2:17][C:18]3[CH:23]=[CH:22][CH:21]=[CH:20][C:19]=3[F:24])[O:15]2)=[CH:2]1, predict the reactants needed to synthesize it. The reactants are: [NH:1]1[C:5]2=[N:6][CH:7]=[CH:8][CH:9]=[C:4]2[C:3]([CH:10]=[C:11]2[O:15][C:14]([NH:16][CH2:17][C:18]3[CH:23]=[CH:22][CH:21]=[CH:20][C:19]=3[F:24])=[C:13](C(OC)=O)[C:12]2=[O:29])=[CH:2]1.[OH-].[K+]. (4) Given the product [Cl:26][C:13]1[C:14]2[C:19](=[CH:18][C:17]([O:21][CH3:22])=[CH:16][CH:15]=2)[CH:20]=[C:11]([C:8]2[CH:9]=[CH:10][C:2]3[O:1][CH2:6][CH2:5][O:4][C:3]=3[CH:7]=2)[N:12]=1, predict the reactants needed to synthesize it. The reactants are: [O:1]1[CH2:6][CH2:5][O:4][C:3]2[CH:7]=[C:8]([C:11]3[N:12]=[C:13](O)[C:14]4[C:19]([CH:20]=3)=[CH:18][C:17]([O:21][CH3:22])=[CH:16][CH:15]=4)[CH:9]=[CH:10][C:2]1=2.O=P(Cl)(Cl)[Cl:26]. (5) The reactants are: [CH3:1][O:2][C:3](=[O:36])[C:4]1[CH:9]=[CH:8][C:7]([CH2:10][C:11]([NH:13][NH:14][C:15](=O)[C:16]2[CH:21]=[CH:20][CH:19]=[C:18]([C:22]3[O:23][C:24]([C:27]4[CH:32]=[CH:31][C:30]([O:33][CH3:34])=[CH:29][CH:28]=4)=[CH:25][N:26]=3)[CH:17]=2)=O)=[CH:6][CH:5]=1.P12(SP3(SP(SP(S3)(S1)=S)(=S)S2)=S)=[S:38].O. Given the product [CH3:1][O:2][C:3](=[O:36])[C:4]1[CH:9]=[CH:8][C:7]([CH2:10][C:11]2[S:38][C:15]([C:16]3[CH:21]=[CH:20][CH:19]=[C:18]([C:22]4[O:23][C:24]([C:27]5[CH:32]=[CH:31][C:30]([O:33][CH3:34])=[CH:29][CH:28]=5)=[CH:25][N:26]=4)[CH:17]=3)=[N:14][N:13]=2)=[CH:6][CH:5]=1, predict the reactants needed to synthesize it.